Task: Predict the reactants needed to synthesize the given product.. Dataset: Full USPTO retrosynthesis dataset with 1.9M reactions from patents (1976-2016) (1) Given the product [N+:1]([C:4]1[CH:5]=[C:6]([CH:10]=[C:11]([C:13]([F:14])([F:15])[F:16])[CH:12]=1)[C:7]([O:9][CH3:22])=[O:8])([O-:3])=[O:2], predict the reactants needed to synthesize it. The reactants are: [N+:1]([C:4]1[CH:5]=[C:6]([CH:10]=[C:11]([C:13]([F:16])([F:15])[F:14])[CH:12]=1)[C:7]([OH:9])=[O:8])([O-:3])=[O:2].S(=O)(=O)(O)O.[CH3:22]O. (2) Given the product [Cl:43][C:44]1[CH:45]=[CH:46][C:47]([NH:50][C:38]([C:35]2([C:41]#[N:42])[CH2:34][CH2:33][N:32]([C:30]([O:29][C:25]([CH3:26])([CH3:27])[CH3:28])=[O:31])[CH2:37][CH2:36]2)=[O:40])=[N:48][CH:49]=1, predict the reactants needed to synthesize it. The reactants are: CN(C(ON1N=NC2C=CC=NC1=2)=[N+](C)C)C.F[P-](F)(F)(F)(F)F.[C:25]([O:29][C:30]([N:32]1[CH2:37][CH2:36][C:35]([C:41]#[N:42])([C:38]([OH:40])=O)[CH2:34][CH2:33]1)=[O:31])([CH3:28])([CH3:27])[CH3:26].[Cl:43][C:44]1[CH:45]=[CH:46][C:47]([NH2:50])=[N:48][CH:49]=1.CCN(C(C)C)C(C)C.